From a dataset of NCI-60 drug combinations with 297,098 pairs across 59 cell lines. Regression. Given two drug SMILES strings and cell line genomic features, predict the synergy score measuring deviation from expected non-interaction effect. (1) Drug 1: C1CN1C2=NC(=NC(=N2)N3CC3)N4CC4. Drug 2: COCCOC1=C(C=C2C(=C1)C(=NC=N2)NC3=CC=CC(=C3)C#C)OCCOC.Cl. Cell line: DU-145. Synergy scores: CSS=56.5, Synergy_ZIP=-4.37, Synergy_Bliss=-4.39, Synergy_Loewe=-16.0, Synergy_HSA=-3.87. (2) Drug 1: C1=NC2=C(N1)C(=S)N=C(N2)N. Drug 2: C1CN(CCN1C(=O)CCBr)C(=O)CCBr. Cell line: K-562. Synergy scores: CSS=42.7, Synergy_ZIP=-3.82, Synergy_Bliss=-2.33, Synergy_Loewe=-18.6, Synergy_HSA=-0.384. (3) Drug 1: CC1OCC2C(O1)C(C(C(O2)OC3C4COC(=O)C4C(C5=CC6=C(C=C35)OCO6)C7=CC(=C(C(=C7)OC)O)OC)O)O. Drug 2: CC1=CC2C(CCC3(C2CCC3(C(=O)C)OC(=O)C)C)C4(C1=CC(=O)CC4)C. Cell line: SNB-19. Synergy scores: CSS=43.5, Synergy_ZIP=22.5, Synergy_Bliss=22.5, Synergy_Loewe=-8.88, Synergy_HSA=16.3. (4) Drug 1: CCC1(C2=C(COC1=O)C(=O)N3CC4=CC5=C(C=CC(=C5CN(C)C)O)N=C4C3=C2)O.Cl. Drug 2: CC1C(C(CC(O1)OC2CC(CC3=C2C(=C4C(=C3O)C(=O)C5=CC=CC=C5C4=O)O)(C(=O)C)O)N)O. Cell line: SN12C. Synergy scores: CSS=50.0, Synergy_ZIP=-10.2, Synergy_Bliss=-10.6, Synergy_Loewe=-8.07, Synergy_HSA=-6.30. (5) Drug 1: C1CN(CCN1C(=O)CCBr)C(=O)CCBr. Drug 2: C1CC(=O)NC(=O)C1N2C(=O)C3=CC=CC=C3C2=O. Cell line: MCF7. Synergy scores: CSS=14.3, Synergy_ZIP=-4.18, Synergy_Bliss=-1.97, Synergy_Loewe=-2.92, Synergy_HSA=-0.754. (6) Drug 1: C1=C(C(=O)NC(=O)N1)F. Drug 2: C(CC(=O)O)C(=O)CN.Cl. Cell line: T-47D. Synergy scores: CSS=22.0, Synergy_ZIP=-9.12, Synergy_Bliss=-15.6, Synergy_Loewe=-23.9, Synergy_HSA=-13.7. (7) Drug 1: CCCCCOC(=O)NC1=NC(=O)N(C=C1F)C2C(C(C(O2)C)O)O. Drug 2: B(C(CC(C)C)NC(=O)C(CC1=CC=CC=C1)NC(=O)C2=NC=CN=C2)(O)O. Cell line: NCI-H322M. Synergy scores: CSS=1.64, Synergy_ZIP=-6.38, Synergy_Bliss=-3.77, Synergy_Loewe=-28.7, Synergy_HSA=-4.44.